This data is from Peptide-MHC class I binding affinity with 185,985 pairs from IEDB/IMGT. The task is: Regression. Given a peptide amino acid sequence and an MHC pseudo amino acid sequence, predict their binding affinity value. This is MHC class I binding data. (1) The peptide sequence is GLKRDKKKEY. The MHC is Mamu-B17 with pseudo-sequence Mamu-B17. The binding affinity (normalized) is 0. (2) The peptide sequence is FPRCRYVHK. The MHC is HLA-B58:01 with pseudo-sequence HLA-B58:01. The binding affinity (normalized) is 0.0847. (3) The peptide sequence is KSINKVYGK. The MHC is Mamu-B01 with pseudo-sequence Mamu-B01. The binding affinity (normalized) is 0.